This data is from Reaction yield outcomes from USPTO patents with 853,638 reactions. The task is: Predict the reaction yield, written as a fraction of the theoretical maximum amount of product (1.0 means a 100% yield; for example, 0.34 means a 34% yield). (1) The reactants are [NH2:1][C:2]1[CH:6]=[C:5]([C:7]([CH3:10])([CH3:9])[CH3:8])[S:4][C:3]=1[C:11]([O:13][CH3:14])=[O:12].[C:15](O[C:15]([O:17][C:18]([CH3:21])([CH3:20])[CH3:19])=[O:16])([O:17][C:18]([CH3:21])([CH3:20])[CH3:19])=[O:16]. The catalyst is CN(C1C=CN=CC=1)C.N1C=CC=CC=1. The product is [C:15]([NH:1][C:2]1[CH:6]=[C:5]([C:7]([CH3:10])([CH3:8])[CH3:9])[S:4][C:3]=1[C:11]([O:13][CH3:14])=[O:12])([O:17][C:18]([CH3:21])([CH3:20])[CH3:19])=[O:16]. The yield is 0.820. (2) The reactants are [CH3:1][C:2]1[S:23][C:5]2=[N:6][C:7]([CH3:22])=[C:8]([CH2:17][C:18]([O:20]C)=[O:19])[C:9]([C:10]3[CH:15]=[CH:14][C:13]([CH3:16])=[CH:12][CH:11]=3)=[C:4]2[CH:3]=1.[O-2].[Li+].[Li+].Cl. The catalyst is O1CCOCC1.O. The product is [CH3:1][C:2]1[S:23][C:5]2=[N:6][C:7]([CH3:22])=[C:8]([CH2:17][C:18]([OH:20])=[O:19])[C:9]([C:10]3[CH:11]=[CH:12][C:13]([CH3:16])=[CH:14][CH:15]=3)=[C:4]2[CH:3]=1. The yield is 0.480. (3) The reactants are [CH2:1]([O:5][C:6]1[CH:7]=[C:8]([CH:12]([C:21]([O:23][C:24]([CH3:27])([CH3:26])[CH3:25])=[O:22])[CH2:13][NH:14][CH2:15][C:16]([N:18]([CH3:20])[CH3:19])=O)[CH:9]=[CH:10][CH:11]=1)[CH2:2][CH2:3][CH3:4].COC1C=CC(P2(SP(C3C=CC(OC)=CC=3)(=S)S2)=[S:37])=CC=1. The catalyst is C1(C)C=CC=CC=1. The product is [CH2:1]([O:5][C:6]1[CH:7]=[C:8]([CH:12]([C:21]([O:23][C:24]([CH3:27])([CH3:26])[CH3:25])=[O:22])[CH2:13][NH:14][CH2:15][C:16]([N:18]([CH3:20])[CH3:19])=[S:37])[CH:9]=[CH:10][CH:11]=1)[CH2:2][CH2:3][CH3:4]. The yield is 0.280. (4) The reactants are [C:1]([O:5][C:6](=[O:30])[NH:7][CH:8]1[CH2:13][CH2:12][CH:11]([NH:14][CH2:15][C:16]2[CH:21]=[C:20]([C:22]3[CH:23]=[N:24][CH:25]=[CH:26][CH:27]=3)[CH:19]=[CH:18][C:17]=2[O:28][CH3:29])[CH2:10][CH2:9]1)([CH3:4])([CH3:3])[CH3:2].C(N(CC)C(C)C)(C)C.[Cl:40][C:41]1[C:42]2[C:52]([F:53])=[CH:51][CH:50]=[CH:49][C:43]=2[S:44][C:45]=1[C:46](Cl)=[O:47]. The catalyst is C(Cl)Cl. The product is [C:1]([O:5][C:6](=[O:30])[NH:7][CH:8]1[CH2:9][CH2:10][CH:11]([N:14]([C:46]([C:45]2[S:44][C:43]3[CH:49]=[CH:50][CH:51]=[C:52]([F:53])[C:42]=3[C:41]=2[Cl:40])=[O:47])[CH2:15][C:16]2[CH:21]=[C:20]([C:22]3[CH:23]=[N:24][CH:25]=[CH:26][CH:27]=3)[CH:19]=[CH:18][C:17]=2[O:28][CH3:29])[CH2:12][CH2:13]1)([CH3:4])([CH3:3])[CH3:2]. The yield is 0.590. (5) The reactants are [CH3:1][O:2][C:3]1[CH:8]=[CH:7][C:6]([C:9]2[O:13][CH:12]=[N:11][C:10]=2[C:14]([O:16][CH2:17][CH3:18])=[O:15])=[CH:5][CH:4]=1.C[Si]([N-][Si](C)(C)C)(C)C.[Li+].[I:29]I.S([O-])([O-])(=O)=S.[Na+].[Na+]. The product is [I:29][C:12]1[O:13][C:9]([C:6]2[CH:5]=[CH:4][C:3]([O:2][CH3:1])=[CH:8][CH:7]=2)=[C:10]([C:14]([O:16][CH2:17][CH3:18])=[O:15])[N:11]=1. The catalyst is C1COCC1.CCOC(C)=O. The yield is 0.800.